The task is: Predict which catalyst facilitates the given reaction.. This data is from Catalyst prediction with 721,799 reactions and 888 catalyst types from USPTO. Reactant: CCN(C(C)C)C(C)C.[C:10]([C:12]1[C:13]([N:26]2[CH2:31][CH2:30][CH:29]([C:32](O)=[O:33])[CH2:28][CH2:27]2)=[N:14][C:15]([S:24][CH3:25])=[C:16]([C:18](=[O:23])[CH2:19][CH2:20][CH2:21][CH3:22])[CH:17]=1)#[N:11].CN(C(ON1N=NC2C=CC=CC1=2)=[N+](C)C)C.[B-](F)(F)(F)F.[C:57]1([CH2:63][S:64]([NH2:67])(=[O:66])=[O:65])[CH:62]=[CH:61][CH:60]=[CH:59][CH:58]=1.C([O-])(O)=O.[Na+]. Product: [CH2:63]([S:64]([NH:67][C:32]([CH:29]1[CH2:28][CH2:27][N:26]([C:13]2[C:12]([C:10]#[N:11])=[CH:17][C:16]([C:18](=[O:23])[CH2:19][CH2:20][CH2:21][CH3:22])=[C:15]([S:24][CH3:25])[N:14]=2)[CH2:31][CH2:30]1)=[O:33])(=[O:66])=[O:65])[C:57]1[CH:62]=[CH:61][CH:60]=[CH:59][CH:58]=1. The catalyst class is: 2.